Regression. Given two drug SMILES strings and cell line genomic features, predict the synergy score measuring deviation from expected non-interaction effect. From a dataset of NCI-60 drug combinations with 297,098 pairs across 59 cell lines. (1) Drug 1: COC1=NC(=NC2=C1N=CN2C3C(C(C(O3)CO)O)O)N. Drug 2: CC1C(C(CC(O1)OC2CC(CC3=C2C(=C4C(=C3O)C(=O)C5=C(C4=O)C(=CC=C5)OC)O)(C(=O)CO)O)N)O.Cl. Cell line: EKVX. Synergy scores: CSS=5.85, Synergy_ZIP=-2.72, Synergy_Bliss=-1.93, Synergy_Loewe=-18.1, Synergy_HSA=-2.08. (2) Drug 1: CC(CN1CC(=O)NC(=O)C1)N2CC(=O)NC(=O)C2. Drug 2: CS(=O)(=O)CCNCC1=CC=C(O1)C2=CC3=C(C=C2)N=CN=C3NC4=CC(=C(C=C4)OCC5=CC(=CC=C5)F)Cl. Cell line: U251. Synergy scores: CSS=26.3, Synergy_ZIP=-6.25, Synergy_Bliss=-1.46, Synergy_Loewe=-0.443, Synergy_HSA=-0.830. (3) Drug 2: CN1C(=O)N2C=NC(=C2N=N1)C(=O)N. Synergy scores: CSS=0.206, Synergy_ZIP=1.50, Synergy_Bliss=4.20, Synergy_Loewe=0.170, Synergy_HSA=0.344. Cell line: SF-268. Drug 1: CN1CCC(CC1)COC2=C(C=C3C(=C2)N=CN=C3NC4=C(C=C(C=C4)Br)F)OC. (4) Drug 1: COC1=C(C=C2C(=C1)N=CN=C2NC3=CC(=C(C=C3)F)Cl)OCCCN4CCOCC4. Drug 2: CC(C)NC(=O)C1=CC=C(C=C1)CNNC.Cl. Cell line: TK-10. Synergy scores: CSS=24.8, Synergy_ZIP=-1.14, Synergy_Bliss=-2.53, Synergy_Loewe=-20.3, Synergy_HSA=-4.05. (5) Drug 1: C1CCN(CC1)CCOC2=CC=C(C=C2)C(=O)C3=C(SC4=C3C=CC(=C4)O)C5=CC=C(C=C5)O. Drug 2: CC1C(C(CC(O1)OC2CC(CC3=C2C(=C4C(=C3O)C(=O)C5=C(C4=O)C(=CC=C5)OC)O)(C(=O)C)O)N)O.Cl. Cell line: SF-268. Synergy scores: CSS=23.2, Synergy_ZIP=-0.944, Synergy_Bliss=5.53, Synergy_Loewe=-18.4, Synergy_HSA=1.27. (6) Drug 1: CN(C)N=NC1=C(NC=N1)C(=O)N. Synergy scores: CSS=2.51, Synergy_ZIP=0.0754, Synergy_Bliss=1.61, Synergy_Loewe=0.806, Synergy_HSA=0.573. Drug 2: C1CC(=O)NC(=O)C1N2C(=O)C3=CC=CC=C3C2=O. Cell line: TK-10.